This data is from NCI-60 drug combinations with 297,098 pairs across 59 cell lines. The task is: Regression. Given two drug SMILES strings and cell line genomic features, predict the synergy score measuring deviation from expected non-interaction effect. (1) Synergy scores: CSS=55.8, Synergy_ZIP=1.55, Synergy_Bliss=-4.03, Synergy_Loewe=-51.8, Synergy_HSA=-7.72. Cell line: MOLT-4. Drug 1: CS(=O)(=O)CCNCC1=CC=C(O1)C2=CC3=C(C=C2)N=CN=C3NC4=CC(=C(C=C4)OCC5=CC(=CC=C5)F)Cl. Drug 2: CN(CC1=CN=C2C(=N1)C(=NC(=N2)N)N)C3=CC=C(C=C3)C(=O)NC(CCC(=O)O)C(=O)O. (2) Drug 1: C1=CC(=CC=C1CCCC(=O)O)N(CCCl)CCCl. Drug 2: C(CN)CNCCSP(=O)(O)O. Cell line: M14. Synergy scores: CSS=24.5, Synergy_ZIP=-4.92, Synergy_Bliss=1.89, Synergy_Loewe=-5.63, Synergy_HSA=-1.34. (3) Drug 1: CC1=C2C(C(=O)C3(C(CC4C(C3C(C(C2(C)C)(CC1OC(=O)C(C(C5=CC=CC=C5)NC(=O)C6=CC=CC=C6)O)O)OC(=O)C7=CC=CC=C7)(CO4)OC(=O)C)O)C)OC(=O)C. Drug 2: CC(C)(C#N)C1=CC(=CC(=C1)CN2C=NC=N2)C(C)(C)C#N. Cell line: OVCAR-4. Synergy scores: CSS=-0.892, Synergy_ZIP=0.309, Synergy_Bliss=-0.803, Synergy_Loewe=-0.270, Synergy_HSA=-1.14. (4) Drug 1: C1=NC2=C(N1)C(=S)N=C(N2)N. Drug 2: CC1=C2C(C(=O)C3(C(CC4C(C3C(C(C2(C)C)(CC1OC(=O)C(C(C5=CC=CC=C5)NC(=O)OC(C)(C)C)O)O)OC(=O)C6=CC=CC=C6)(CO4)OC(=O)C)O)C)O. Cell line: TK-10. Synergy scores: CSS=32.1, Synergy_ZIP=-10.3, Synergy_Bliss=-3.98, Synergy_Loewe=-3.84, Synergy_HSA=-1.71. (5) Drug 1: C1=CC(=CC=C1CCCC(=O)O)N(CCCl)CCCl. Drug 2: CC1=C(C(CCC1)(C)C)C=CC(=CC=CC(=CC(=O)O)C)C. Cell line: RPMI-8226. Synergy scores: CSS=74.9, Synergy_ZIP=0.256, Synergy_Bliss=-0.916, Synergy_Loewe=2.60, Synergy_HSA=5.83. (6) Drug 1: C1=C(C(=O)NC(=O)N1)N(CCCl)CCCl. Drug 2: C1=NC2=C(N1)C(=S)N=CN2. Cell line: OVCAR-8. Synergy scores: CSS=13.8, Synergy_ZIP=-11.7, Synergy_Bliss=-18.8, Synergy_Loewe=-20.3, Synergy_HSA=-14.8.